Dataset: Forward reaction prediction with 1.9M reactions from USPTO patents (1976-2016). Task: Predict the product of the given reaction. (1) Given the reactants [C:1]([CH2:3][C:4]([NH2:6])=[O:5])#[N:2].[C:7](OCC)(=[O:12])[CH2:8][C:9]([CH3:11])=O.[OH-].[K+], predict the reaction product. The product is: [C:1]([C:3]1[C:4]([OH:5])=[N:6][C:7]([OH:12])=[CH:8][C:9]=1[CH3:11])#[N:2]. (2) Given the reactants CC1C=CC(S(O[CH2:12][CH:13]2[CH2:17][C:16]3[C:18]([C:22]4[C:27]([CH3:28])=[CH:26][CH:25]=[CH:24][C:23]=4[CH3:29])=[CH:19][CH:20]=[CH:21][C:15]=3[O:14]2)(=O)=O)=CC=1.[N-:30]=[N+:31]=[N-:32].[Na+].N(CC1CC2C=C(Cl)C=C(C3C=CSC=3)C=2O1)=[N+]=[N-], predict the reaction product. The product is: [CH3:29][C:23]1[CH:24]=[CH:25][CH:26]=[C:27]([CH3:28])[C:22]=1[C:18]1[C:16]2[CH2:17][CH:13]([CH2:12][N:30]=[N+:31]=[N-:32])[O:14][C:15]=2[CH:21]=[CH:20][CH:19]=1. (3) Given the reactants [N:1]1([C:6]2[CH:11]=[CH:10][C:9]([CH:12]3[CH2:17][CH2:16][NH:15][CH2:14][CH2:13]3)=[CH:8][CH:7]=2)[CH2:5][CH2:4][CH2:3][CH2:2]1.C(N(CC)CC)C.Cl[C:26]1[N:31]([CH3:32])[C:30](=[O:33])[CH:29]=[C:28]([C:34]2[CH:39]=[CH:38][N:37]=[CH:36][CH:35]=2)[N:27]=1, predict the reaction product. The product is: [CH3:32][N:31]1[C:30](=[O:33])[CH:29]=[C:28]([C:34]2[CH:39]=[CH:38][N:37]=[CH:36][CH:35]=2)[N:27]=[C:26]1[N:15]1[CH2:16][CH2:17][CH:12]([C:9]2[CH:8]=[CH:7][C:6]([N:1]3[CH2:5][CH2:4][CH2:3][CH2:2]3)=[CH:11][CH:10]=2)[CH2:13][CH2:14]1. (4) Given the reactants COC[O:4][C:5]1[C:10]([C:11]([CH3:14])([CH3:13])[CH3:12])=[CH:9][C:8]([CH3:15])=[CH:7][C:6]=1[P:16]([C:21]1[CH:26]=[C:25]([CH3:27])[CH:24]=[C:23]([C:28]([CH3:31])([CH3:30])[CH3:29])[C:22]=1[O:32]COC)[C:17]([CH3:20])([CH3:19])[CH3:18].C(Cl)(=O)C, predict the reaction product. The product is: [OH:32][C:22]1[C:23]([C:28]([CH3:30])([CH3:31])[CH3:29])=[CH:24][C:25]([CH3:27])=[CH:26][C:21]=1[P:16]([C:6]1[CH:7]=[C:8]([CH3:15])[CH:9]=[C:10]([C:11]([CH3:14])([CH3:13])[CH3:12])[C:5]=1[OH:4])[C:17]([CH3:18])([CH3:19])[CH3:20]. (5) Given the reactants FC(F)(F)C(OC1C(OC(=O)C(F)(F)F)=C(I)C=CC=1)=O.[CH:22]1([NH:27][C:28](=[O:38])[C:29]2[CH:34]=[CH:33][C:32]([O:35][CH3:36])=[CH:31][C:30]=2[SH:37])[CH2:26][CH2:25][CH2:24][CH2:23]1.FC(F)(F)C(O)=O, predict the reaction product. The product is: [CH:22]1([N:27]2[C:28](=[O:38])[C:29]3[CH:34]=[CH:33][C:32]([O:35][CH3:36])=[CH:31][C:30]=3[S:37]2)[CH2:26][CH2:25][CH2:24][CH2:23]1. (6) Given the reactants [C:1]([N:6]1[C@@H:10]([CH2:11][C:12]2[CH:17]=[CH:16][CH:15]=[CH:14][CH:13]=2)[CH2:9][O:8][C:7]1=[O:18])(=[O:5])/[CH:2]=[CH:3]/[CH3:4].C(N(CC)CC)C.[O-]S(C(F)(F)F)(=O)=O.C([B+]CCCC)CCC.[CH:43](=[O:46])[CH2:44][CH3:45], predict the reaction product. The product is: [CH:3]([C@@H:2]([C@H:43]([OH:46])[CH2:44][CH3:45])[C:1]([N:6]1[C@@H:10]([CH2:11][C:12]2[CH:13]=[CH:14][CH:15]=[CH:16][CH:17]=2)[CH2:9][O:8][C:7]1=[O:18])=[O:5])=[CH2:4].